This data is from Reaction yield outcomes from USPTO patents with 853,638 reactions. The task is: Predict the reaction yield, written as a fraction of the theoretical maximum amount of product (1.0 means a 100% yield; for example, 0.34 means a 34% yield). (1) The catalyst is C1(C)C=CC=CC=1.CCO.C1C=CC([P]([Pd]([P](C2C=CC=CC=2)(C2C=CC=CC=2)C2C=CC=CC=2)([P](C2C=CC=CC=2)(C2C=CC=CC=2)C2C=CC=CC=2)[P](C2C=CC=CC=2)(C2C=CC=CC=2)C2C=CC=CC=2)(C2C=CC=CC=2)C2C=CC=CC=2)=CC=1. The product is [CH3:1][O:2][C:3]([C:5]1[S:6][C:7]([C:32]2[C:33]([NH2:36])=[N:34][CH:35]=[C:30]([Br:29])[CH:31]=2)=[CH:8][C:9]=1[O:10][CH:11]([C:13]1[CH:18]=[CH:17][CH:16]=[CH:15][C:14]=1[Cl:19])[CH3:12])=[O:4]. The reactants are [CH3:1][O:2][C:3]([C:5]1[S:6][C:7](B2OC(C)(C)C(C)(C)O2)=[CH:8][C:9]=1[O:10][CH:11]([C:13]1[CH:18]=[CH:17][CH:16]=[CH:15][C:14]=1[Cl:19])[CH3:12])=[O:4].[Br:29][C:30]1[CH:31]=[C:32](I)[C:33]([NH2:36])=[N:34][CH:35]=1.C([O-])([O-])=O.[K+].[K+]. The yield is 0.800. (2) The reactants are [CH:1]1([CH:7]2[N:11]([C:12]3[CH:17]=[CH:16][C:15]([C:18]4[CH:22]=[CH:21][O:20][N:19]=4)=[CH:14][CH:13]=3)[C:10](=[O:23])[C:9]([OH:24])=[C:8]2[C:25](=[O:35])[C:26]2[CH:31]=[CH:30][C:29]([C:32]([OH:34])=O)=[CH:28][CH:27]=2)[CH2:6][CH2:5][CH2:4][CH2:3][CH2:2]1.Cl.CN.O[N:40]1[C:44]2C=CC=CC=2N=N1.CN(C)C1C=C[NH+]=CC=1.Cl.C(N=C=NCCCN(C)C)C.C(N(CC)CC)C. The catalyst is O.C(OCC)(=O)C.CN(C=O)C. The product is [CH:1]1([CH:7]2[N:11]([C:12]3[CH:17]=[CH:16][C:15]([C:18]4[CH:22]=[CH:21][O:20][N:19]=4)=[CH:14][CH:13]=3)[C:10](=[O:23])[C:9]([OH:24])=[C:8]2[C:25](=[O:35])[C:26]2[CH:31]=[CH:30][C:29]([C:32](=[O:34])[NH:40][CH3:44])=[CH:28][CH:27]=2)[CH2:2][CH2:3][CH2:4][CH2:5][CH2:6]1. The yield is 0.640. (3) The reactants are [OH:1]O.[F:3][C:4]([F:29])([CH:26]([F:28])[F:27])[CH2:5][O:6][C:7]1[C:12]([C:13]([F:16])([F:15])[F:14])=[CH:11][C:10](B2OC(C)(C)C(C)(C)O2)=[CH:9][N:8]=1. The catalyst is CO. The product is [F:3][C:4]([F:29])([CH:26]([F:28])[F:27])[CH2:5][O:6][C:7]1[N:8]=[CH:9][C:10]([OH:1])=[CH:11][C:12]=1[C:13]([F:16])([F:15])[F:14]. The yield is 0.910. (4) The reactants are [N:1]([C:4]1[CH:5]=[C:6]([Cl:18])[C:7]([NH:10][C:11]2[CH:16]=[CH:15][C:14]([Cl:17])=[CH:13][CH:12]=2)=[N:8][CH:9]=1)=[N+:2]=[N-:3].[CH3:19][Si:20]([CH3:28])([CH3:27])[C:21]#[C:22][CH2:23][CH2:24][CH2:25][CH3:26]. The catalyst is C1(C)C=CC=CC=1.CCOC(C)=O. The product is [CH2:23]([C:22]1[N:1]([C:4]2[CH:5]=[C:6]([Cl:18])[C:7]([NH:10][C:11]3[CH:12]=[CH:13][C:14]([Cl:17])=[CH:15][CH:16]=3)=[N:8][CH:9]=2)[N:2]=[N:3][C:21]=1[Si:20]([CH3:28])([CH3:27])[CH3:19])[CH2:24][CH2:25][CH3:26]. The yield is 0.330. (5) The reactants are P(Cl)(Cl)([Cl:3])=O.FC1C(F)=C(C#CC2C=CC(N)=CC=2)C(F)=C(F)N=1.[O:25]=[C:26]([NH:47][C:48]1[CH:53]=[CH:52][C:51]([C:54]#[C:55][C:56]2[C:61]([F:62])=[C:60]([F:63])[N:59]=[C:58]([F:64])[C:57]=2[F:65])=[CH:50][CH:49]=1)[C@@H:27]([NH:39]C(=O)OC(C)(C)C)[CH2:28][CH2:29][CH2:30][NH:31]C(=O)OC(C)(C)C. The catalyst is N1C=CC=CC=1.Cl. The product is [ClH:3].[ClH:3].[NH2:39][C@@H:27]([CH2:28][CH2:29][CH2:30][NH2:31])[C:26]([NH:47][C:48]1[CH:53]=[CH:52][C:51]([C:54]#[C:55][C:56]2[C:61]([F:62])=[C:60]([F:63])[N:59]=[C:58]([F:64])[C:57]=2[F:65])=[CH:50][CH:49]=1)=[O:25]. The yield is 0.510. (6) The reactants are [C:1]([C:5]1[CH:10]=[C:9]([C:11]([CH3:14])([CH3:13])[CH3:12])[CH:8]=[C:7](I)[C:6]=1[O:16][CH2:17][C:18]([F:21])([F:20])[F:19])([CH3:4])([CH3:3])[CH3:2].CN(C)CCN(C)C.C([Li])CCC.[B:35](OC)([O:38]C)[O:36]C.C(=O)=O.CC(C)=O.Cl. The catalyst is C(OCC)C. The product is [F:19][C:18]([F:21])([F:20])[CH2:17][O:16][C:6]1[C:5]([C:1]([CH3:4])([CH3:3])[CH3:2])=[CH:10][C:9]([C:11]([CH3:14])([CH3:13])[CH3:12])=[CH:8][C:7]=1[B:35]([OH:38])[OH:36]. The yield is 0.500. (7) The reactants are [CH3:1][N:2]1[C:6]([C:7]2[CH:19]=[N:18][C:17]3[C:16]4[CH:15]=[C:14](CC(OC)=O)[CH:13]=[CH:12][C:11]=4[NH:10][C:9]=3[CH:8]=2)=[C:5]([CH3:25])[N:4]=[N:3]1.BrC1C=NC2C3C=CC([CH2:40][C:41]([O:43][CH2:44][CH3:45])=[O:42])=CC=3NC=2C=1.CN1C([Sn](CCCC)(CCCC)CCCC)=C(C)N=N1. No catalyst specified. The product is [CH3:1][N:2]1[C:6]([C:7]2[CH:19]=[N:18][C:17]3[C:16]4[CH:15]=[CH:14][C:13]([CH2:40][C:41]([O:43][CH2:44][CH3:45])=[O:42])=[CH:12][C:11]=4[NH:10][C:9]=3[CH:8]=2)=[C:5]([CH3:25])[N:4]=[N:3]1. The yield is 0.530. (8) The reactants are Br[C:2]1[N:3]([C:8]2[CH:13]=[CH:12][C:11]([Cl:14])=[CH:10][C:9]=2[Cl:15])[CH:4]=[C:5]([Br:7])[N:6]=1.C(=O)([O-])[O-].[Cs+].[Cs+].[CH3:22][Si:23]([CH3:37])([CH3:36])[CH2:24][CH2:25][O:26][CH2:27][N:28]1[C:32](B(O)O)=[CH:31][CH:30]=[N:29]1. The catalyst is O1CCOCC1.O.C1C=CC([P]([Pd]([P](C2C=CC=CC=2)(C2C=CC=CC=2)C2C=CC=CC=2)([P](C2C=CC=CC=2)(C2C=CC=CC=2)C2C=CC=CC=2)[P](C2C=CC=CC=2)(C2C=CC=CC=2)C2C=CC=CC=2)(C2C=CC=CC=2)C2C=CC=CC=2)=CC=1. The product is [Br:7][C:5]1[N:6]=[C:2]([C:32]2[N:28]([CH2:27][O:26][CH2:25][CH2:24][Si:23]([CH3:37])([CH3:36])[CH3:22])[N:29]=[CH:30][CH:31]=2)[N:3]([C:8]2[CH:13]=[CH:12][C:11]([Cl:14])=[CH:10][C:9]=2[Cl:15])[CH:4]=1. The yield is 0.300. (9) The reactants are [CH:1]([C:3]1[C:8]([O:9][CH2:10][CH2:11][CH2:12][C:13]([OH:15])=O)=[C:7]([CH3:16])[C:6]([O:17][CH2:18][CH2:19][CH3:20])=[CH:5][CH:4]=1)=[O:2].[CH3:21][CH2:22][N:23](C(C)C)C(C)C.CN(C(ON1N=NC2C=CC=NC1=2)=[N+](C)C)C.F[P-](F)(F)(F)(F)F.Cl.C(N)C. The catalyst is CN(C=O)C.O. The product is [CH2:22]([NH:23][C:13](=[O:15])[CH2:12][CH2:11][CH2:10][O:9][C:8]1[C:3]([CH:1]=[O:2])=[CH:4][CH:5]=[C:6]([O:17][CH2:18][CH2:19][CH3:20])[C:7]=1[CH3:16])[CH3:21]. The yield is 0.720.